Predict the product of the given reaction. From a dataset of Forward reaction prediction with 1.9M reactions from USPTO patents (1976-2016). (1) Given the reactants Cl[C:2]1[N:3]=[CH:4][C:5]2[CH:10]=[C:9]([C:11]([N:13]([CH3:15])[CH3:14])=[O:12])[N:8]([CH:16]3[CH2:21][CH2:20][CH2:19][O:18][CH2:17]3)[C:6]=2[N:7]=1.[NH2:22][C:23]1[CH:45]=[CH:44][C:26]([C:27]([N:29]2[CH2:35][CH:34]3[N:36]([C:37]([O:39][C:40]([CH3:43])([CH3:42])[CH3:41])=[O:38])[CH:31]([CH2:32][CH2:33]3)[CH2:30]2)=[O:28])=[CH:25][N:24]=1, predict the reaction product. The product is: [CH3:14][N:13]([CH3:15])[C:11]([C:9]1[N:8]([CH:16]2[CH2:21][CH2:20][CH2:19][O:18][CH2:17]2)[C:6]2[N:7]=[C:2]([NH:22][C:23]3[CH:45]=[CH:44][C:26]([C:27]([N:29]4[CH2:30][CH:31]5[N:36]([C:37]([O:39][C:40]([CH3:41])([CH3:42])[CH3:43])=[O:38])[CH:34]([CH2:33][CH2:32]5)[CH2:35]4)=[O:28])=[CH:25][N:24]=3)[N:3]=[CH:4][C:5]=2[CH:10]=1)=[O:12]. (2) Given the reactants [CH3:1][S:2][CH2:3][C:4]1[CH:12]=[CH:11][C:7]([C:8]([OH:10])=O)=[C:6]([O:13][CH:14]2[CH2:19][CH2:18][N:17]([C:20]([O:22][C:23]([CH3:26])([CH3:25])[CH3:24])=[O:21])[CH2:16][CH2:15]2)[CH:5]=1.[NH2:27][C:28]1[C:29]([C:34]([NH:36][C:37]2[CH:42]=[CH:41][C:40]([Cl:43])=[CH:39][N:38]=2)=[O:35])=[N:30][CH:31]=[CH:32][CH:33]=1, predict the reaction product. The product is: [CH3:1][S:2][CH2:3][C:4]1[CH:12]=[CH:11][C:7]([C:8]([NH:27][C:28]2[C:29]([C:34]([NH:36][C:37]3[CH:42]=[CH:41][C:40]([Cl:43])=[CH:39][N:38]=3)=[O:35])=[N:30][CH:31]=[CH:32][CH:33]=2)=[O:10])=[C:6]([O:13][CH:14]2[CH2:19][CH2:18][N:17]([C:20]([O:22][C:23]([CH3:25])([CH3:26])[CH3:24])=[O:21])[CH2:16][CH2:15]2)[CH:5]=1.